Dataset: Full USPTO retrosynthesis dataset with 1.9M reactions from patents (1976-2016). Task: Predict the reactants needed to synthesize the given product. (1) Given the product [Cl:12][C:13]1[S:16][N:9]=[C:7]([C:6]2[CH:10]=[CH:11][C:3]([F:2])=[CH:4][CH:5]=2)[N:8]=1, predict the reactants needed to synthesize it. The reactants are: Cl.[F:2][C:3]1[CH:11]=[CH:10][C:6]([C:7]([NH2:9])=[NH:8])=[CH:5][CH:4]=1.[Cl:12][C:13]([SH:16])(Cl)Cl.[OH-].[Na+]. (2) Given the product [CH:12]([NH:10][NH:9][C:1](=[O:8])[C:2]1[CH:7]=[CH:6][CH:5]=[CH:4][CH:3]=1)([CH3:14])[CH3:11], predict the reactants needed to synthesize it. The reactants are: [C:1]([NH:9][NH2:10])(=[O:8])[C:2]1[CH:7]=[CH:6][CH:5]=[CH:4][CH:3]=1.[CH3:11][C:12]([CH3:14])=O.C(O)(C(F)(F)F)=O.C([SiH](CC)CC)C. (3) Given the product [Cl:11][C:6]1[CH:7]=[CH:8][C:9]2[NH:10][C:12]([SH:13])=[N:1][C:2]=2[C:3]=1[C:4]#[N:5], predict the reactants needed to synthesize it. The reactants are: [NH2:1][C:2]1[C:9]([NH2:10])=[CH:8][CH:7]=[C:6]([Cl:11])[C:3]=1[C:4]#[N:5].[C:12](=S)=[S:13].O. (4) Given the product [Br:23][C:12]1[N:11]=[C:10]2[NH:9][N:8]=[C:7]([C:1]3[CH:6]=[CH:5][CH:4]=[CH:3][CH:2]=3)[C:15]2=[C:14]([C:16]([F:19])([F:18])[F:17])[CH:13]=1, predict the reactants needed to synthesize it. The reactants are: [C:1]1([C:7]2[C:15]3[C:10](=[N:11][C:12](O)=[CH:13][C:14]=3[C:16]([F:19])([F:18])[F:17])[NH:9][N:8]=2)[CH:6]=[CH:5][CH:4]=[CH:3][CH:2]=1.P(Br)(Br)([Br:23])=O. (5) Given the product [F:1][C:2]1[C:10]([O:11][CH2:12][CH2:13][O:14][CH3:15])=[C:9]2[C:5]([CH:6]=[C:7]([C:16]3[S:18][CH:32]([CH2:31][C:30]([O:35][CH2:36][CH3:37])=[O:34])[CH2:33][N:17]=3)[NH:8]2)=[CH:4][C:3]=1[O:19][C:20]1[CH:21]=[N:22][C:23]([S:26]([CH3:29])(=[O:28])=[O:27])=[CH:24][CH:25]=1, predict the reactants needed to synthesize it. The reactants are: [F:1][C:2]1[C:10]([O:11][CH2:12][CH2:13][O:14][CH3:15])=[C:9]2[C:5]([CH:6]=[C:7]([C:16](=[S:18])[NH2:17])[NH:8]2)=[CH:4][C:3]=1[O:19][C:20]1[CH:21]=[N:22][C:23]([S:26]([CH3:29])(=[O:28])=[O:27])=[CH:24][CH:25]=1.[C:30]([O:35][CH2:36][CH3:37])(=[O:34])[C:31]#[C:32][CH3:33].O1CCCC1.C(P(CCCC)CCCC)CCC. (6) Given the product [CH3:16][C:14]1=[N:20][NH:21][C:12](=[O:18])/[C:13]/1=[C:2]1\[NH:1][C:10]2[C:5]([CH:4]=[CH:3]\1)=[CH:6][CH:7]=[CH:8][CH:9]=2, predict the reactants needed to synthesize it. The reactants are: [N+:1]1([O-])[C:10]2[C:5](=[CH:6][CH:7]=[CH:8][CH:9]=2)[CH:4]=[CH:3][CH:2]=1.[C:12]([O:18]C)(=O)[CH2:13][C:14]([CH3:16])=O.[NH2:20][NH2:21]. (7) Given the product [CH3:25][O:24][C:7]1[CH:6]=[CH:5][C:4]2[N:3]=[C:2]([NH:33][C:27]3[N:28]=[C:29]([NH2:32])[CH:30]=[CH:31][N:26]=3)[C:11]3=[N:12][NH:13][CH:14]=[C:10]3[C:9]=2[CH:8]=1, predict the reactants needed to synthesize it. The reactants are: Cl[C:2]1[C:11]2=[N:12][N:13](CC3C=CC(OC)=CC=3)[CH:14]=[C:10]2[C:9]2[CH:8]=[C:7]([O:24][CH3:25])[CH:6]=[CH:5][C:4]=2[N:3]=1.[N:26]1[CH:31]=[CH:30][C:29]([NH2:32])=[N:28][C:27]=1[NH2:33].Cl. (8) Given the product [CH3:15][C:14]1([CH3:19])[O:8][C:7](=[O:9])[CH:6]([CH:5]([CH2:1][CH2:2][CH2:3][CH3:4])[C:11]([OH:13])=[O:12])[O:10]1, predict the reactants needed to synthesize it. The reactants are: [CH2:1]([C@@H:5]([C:11]([OH:13])=[O:12])[C@H:6]([OH:10])[C:7]([OH:9])=[O:8])[CH2:2][CH2:3][CH3:4].[C:14]1(C)[CH:19]=CC(S(O)(=O)=O)=C[CH:15]=1. (9) Given the product [F:1][C:2]1[CH:36]=[CH:35][C:5]2[N:6]=[C:7]([C:9]3[CH:10]=[CH:11][C:12]([C:15]([N:17]4[CH2:24][CH2:23][NH:22][CH2:21][C:18]54[CH2:19][CH2:20]5)=[O:16])=[CH:13][CH:14]=3)[O:8][C:4]=2[CH:3]=1, predict the reactants needed to synthesize it. The reactants are: [F:1][C:2]1[CH:36]=[CH:35][C:5]2[N:6]=[C:7]([C:9]3[CH:14]=[CH:13][C:12]([C:15]([N:17]4[CH2:24][CH2:23][N:22](C(OCC5C=CC=CC=5)=O)[CH2:21][C:18]54[CH2:20][CH2:19]5)=[O:16])=[CH:11][CH:10]=3)[O:8][C:4]=2[CH:3]=1. (10) Given the product [S:10]1[C:11]2[CH:16]=[CH:15][CH:14]=[CH:13][C:12]=2[C:8]([N:2]2[CH2:7][CH2:6][N:5]([C:28](=[O:29])[CH2:27][C:22]3[CH:23]=[C:24]([O:25][CH3:26])[C:19]([O:18][CH3:17])=[CH:20][C:21]=3[N+:31]([O-:33])=[O:32])[CH2:4][CH2:3]2)=[N:9]1, predict the reactants needed to synthesize it. The reactants are: Cl.[N:2]1([C:8]2[C:12]3[CH:13]=[CH:14][CH:15]=[CH:16][C:11]=3[S:10][N:9]=2)[CH2:7][CH2:6][NH:5][CH2:4][CH2:3]1.[CH3:17][O:18][C:19]1[C:24]([O:25][CH3:26])=[CH:23][C:22]([CH2:27][C:28](O)=[O:29])=[C:21]([N+:31]([O-:33])=[O:32])[CH:20]=1.C(N(CC)CC)C.O=C1N(P(Cl)(N2CCOC2=O)=O)CCO1.